Predict the reaction yield, written as a fraction of the theoretical maximum amount of product (1.0 means a 100% yield; for example, 0.34 means a 34% yield). From a dataset of Reaction yield outcomes from USPTO patents with 853,638 reactions. (1) The reactants are [F:1][C:2]1[CH:7]=[CH:6][C:5]([C:8]2[C:9]3[CH:21]=[CH:20][C:19](=[O:22])[N:18]([C:23]4[CH:28]=[CH:27][CH:26]=[CH:25][C:24]=4[CH3:29])[C:10]=3[N:11]=[C:12](S(C)(=O)=O)[N:13]=2)=[C:4]([CH3:30])[CH:3]=1.[NH2:31][C:32]([CH3:37])([CH2:35][OH:36])[CH2:33][OH:34]. No catalyst specified. The product is [F:1][C:2]1[CH:7]=[CH:6][C:5]([C:8]2[C:9]3[CH:21]=[CH:20][C:19](=[O:22])[N:18]([C:23]4[CH:28]=[CH:27][CH:26]=[CH:25][C:24]=4[CH3:29])[C:10]=3[N:11]=[C:12]([NH:31][C:32]([CH2:35][OH:36])([CH3:37])[CH2:33][OH:34])[N:13]=2)=[C:4]([CH3:30])[CH:3]=1. The yield is 0.620. (2) The catalyst is CN(C=O)C.C([O-])(O)=O.[Na+].[Cu]I.Cl[Pd](Cl)([P](C1C=CC=CC=1)(C1C=CC=CC=1)C1C=CC=CC=1)[P](C1C=CC=CC=1)(C1C=CC=CC=1)C1C=CC=CC=1.C1C=CC(P(C2C=CC=CC=2)C2C=CC=CC=2)=CC=1. The reactants are FC(F)(F)S(O[C:7]1[CH:12]=[CH:11][C:10]([N:13]2[CH:18]=[C:17]([O:19][CH3:20])[C:16](=[O:21])[C:15]([C:22]3[N:26]([C:27]4[CH:32]=[CH:31][CH:30]=[CH:29][CH:28]=4)[N:25]=[CH:24][CH:23]=3)=[N:14]2)=[C:9]([F:33])[CH:8]=1)(=O)=O.[CH:36]1([CH:39]=[CH2:40])[CH2:38][CH2:37]1.CCN(C(C)C)C(C)C. The yield is 0.850. The product is [CH:36]1([C:39]#[C:40][C:7]2[CH:12]=[CH:11][C:10]([N:13]3[CH:18]=[C:17]([O:19][CH3:20])[C:16](=[O:21])[C:15]([C:22]4[N:26]([C:27]5[CH:28]=[CH:29][CH:30]=[CH:31][CH:32]=5)[N:25]=[CH:24][CH:23]=4)=[N:14]3)=[C:9]([F:33])[CH:8]=2)[CH2:38][CH2:37]1. (3) The reactants are [NH2:1][C:2]1[CH:7]=[CH:6][C:5](Br)=[CH:4][N:3]=1.[Cl:9][C:10]1[CH:15]=[CH:14][C:13](B(O)O)=[CH:12][CH:11]=1.C([O-])([O-])=O.[Na+].[Na+].Cl. The catalyst is O1CCOCC1.O.CC([O-])=O.CC([O-])=O.[Pd+2].C1C=CC(P(C2C=CC=CC=2)[C-]2C=CC=C2)=CC=1.C1C=CC(P(C2C=CC=CC=2)[C-]2C=CC=C2)=CC=1.Cl[Pd]Cl.[Fe+2].C(Cl)Cl. The product is [NH2:1][C:2]1[CH:7]=[CH:6][C:5]([C:13]2[CH:14]=[CH:15][C:10]([Cl:9])=[CH:11][CH:12]=2)=[CH:4][N:3]=1. The yield is 0.780. (4) The catalyst is CCO. The reactants are C([N:4]1[C:8]([CH:9]2[CH2:11][CH2:10]2)=[CH:7][C:6]([NH:12][C:13]2[C:18]([C:19]#[CH:20])=[CH:17][N:16]=[C:15]([C:21]3[S:25][C:24]([S:26]([NH:29][C:30](=[O:32])[CH3:31])(=[O:28])=[O:27])=[CH:23][CH:22]=3)[N:14]=2)=[N:5]1)(=O)C.C([O-])([O-])=O.[K+].[K+]. The product is [CH:9]1([C:8]2[NH:4][N:5]=[C:6]([NH:12][C:13]3[C:18]([C:19]#[CH:20])=[CH:17][N:16]=[C:15]([C:21]4[S:25][C:24]([S:26]([NH:29][C:30](=[O:32])[CH3:31])(=[O:27])=[O:28])=[CH:23][CH:22]=4)[N:14]=3)[CH:7]=2)[CH2:11][CH2:10]1. The yield is 0.840. (5) The reactants are [CH2:1]([C:3]1[N:4]([C:28]2[CH:33]=[CH:32][C:31]([OH:34])=[CH:30][CH:29]=2)[C:5](=[O:27])[C:6]([CH2:12][C:13]2[CH:18]=[CH:17][C:16]([C:19]3[C:20]([C:25]#[N:26])=[CH:21][CH:22]=[CH:23][CH:24]=3)=[CH:15][CH:14]=2)=[C:7]([CH2:9][CH2:10][CH3:11])[N:8]=1)[CH3:2].[CH3:35][C:36]1([CH3:43])[CH2:41][CH:40](O)[CH2:39][CH2:38][O:37]1.C1(P(C2C=CC=CC=2)C2C=CC=CC=2)C=CC=CC=1.[N:64]([C:65]([O:67]C(C)C)=[O:66])=[N:64][C:65]([O:67]C(C)C)=[O:66]. The catalyst is O1CCCC1.O. The product is [CH3:35][C:36]1([CH3:43])[CH2:41][CH:40]([O:34][C:31]2[CH:32]=[CH:33][C:28]([N:4]3[C:5](=[O:27])[C:6]([CH2:12][C:13]4[CH:18]=[CH:17][C:16]([C:19]5[CH:24]=[CH:23][CH:22]=[CH:21][C:20]=5[C:25]5[NH:64][C:65](=[O:66])[O:67][N:26]=5)=[CH:15][CH:14]=4)=[C:7]([CH2:9][CH2:10][CH3:11])[N:8]=[C:3]3[CH2:1][CH3:2])=[CH:29][CH:30]=2)[CH2:39][CH2:38][O:37]1. The yield is 0.410. (6) The reactants are [Br:1][C:2]1[CH:14]=[CH:13][C:12]2[C:11]3[C:6](=[CH:7][CH:8]=[CH:9][CH:10]=3)[NH:5][C:4]=2[CH:3]=1.I[C:16]1[CH:21]=[CH:20][CH:19]=[CH:18][N:17]=1.P([O-])([O-])([O-])=O.[K+].[K+].[K+].C1C(N)CCC(N)C1. The product is [Br:1][C:2]1[CH:14]=[CH:13][C:12]2[C:11]3[C:6](=[CH:7][CH:8]=[CH:9][CH:10]=3)[N:5]([C:16]3[CH:21]=[CH:20][CH:19]=[CH:18][N:17]=3)[C:4]=2[CH:3]=1. The yield is 0.430. The catalyst is [Cu](I)I.O.O1CCOCC1. (7) The product is [S:11]1[CH:15]=[CH:14][CH:13]=[C:12]1[C:2]1[CH:7]=[CH:6][C:5]([C:8](=[O:10])[CH3:9])=[CH:4][CH:3]=1. The reactants are Br[C:2]1[CH:7]=[CH:6][C:5]([C:8](=[O:10])[CH3:9])=[CH:4][CH:3]=1.[S:11]1[CH:15]=[CH:14][CH:13]=[C:12]1B(O)O.C(=O)([O-])[O-].[Na+].[Na+]. The yield is 0.950. The catalyst is COCCOC.C1C=CC([P]([Pd]([P](C2C=CC=CC=2)(C2C=CC=CC=2)C2C=CC=CC=2)([P](C2C=CC=CC=2)(C2C=CC=CC=2)C2C=CC=CC=2)[P](C2C=CC=CC=2)(C2C=CC=CC=2)C2C=CC=CC=2)(C2C=CC=CC=2)C2C=CC=CC=2)=CC=1.